Dataset: Catalyst prediction with 721,799 reactions and 888 catalyst types from USPTO. Task: Predict which catalyst facilitates the given reaction. (1) Reactant: CCOC(/N=N/C(OCC)=O)=O.C([O:15][C:16]([C:18]1[NH:19][C:20]2[C:25]([CH:26]=1)=[C:24]([OH:27])[CH:23]=[CH:22][CH:21]=2)=[O:17])C.[C:45]1(P([C:41]2[CH:46]=[CH:45][CH:44]=[CH:43]C=2)[C:45]2[CH:46]=[CH:41]C=[CH:43][CH:44]=2)[CH:46]=[CH:41]C=[CH:43][CH:44]=1.C1(CO)CCC1. Product: [CH:44]1([CH2:43][O:27][C:24]2[CH:23]=[CH:22][CH:21]=[C:20]3[C:25]=2[CH:26]=[C:18]([C:16]([OH:15])=[O:17])[NH:19]3)[CH2:45][CH2:46][CH2:41]1. The catalyst class is: 1. (2) Reactant: [Cl:1][C:2]1[CH:11]=[C:10]2[C:5]([C:6](=[O:24])[C:7]([CH3:23])=[C:8]([C:18]3[O:19][CH:20]=[CH:21][N:22]=3)[N:9]2[C:12]2[CH:17]=[CH:16][CH:15]=[CH:14][CH:13]=2)=[CH:4][CH:3]=1.[Br:25]N1C(=O)CCC1=O.N(C(C)(C)C#N)=NC(C)(C)C#N. Product: [Br:25][CH2:23][C:7]1[C:6](=[O:24])[C:5]2[C:10](=[CH:11][C:2]([Cl:1])=[CH:3][CH:4]=2)[N:9]([C:12]2[CH:13]=[CH:14][CH:15]=[CH:16][CH:17]=2)[C:8]=1[C:18]1[O:19][CH:20]=[CH:21][N:22]=1. The catalyst class is: 53. (3) The catalyst class is: 19. Product: [CH3:23][S:20]([NH:19][C:17]([CH:14]1[CH2:13][CH2:12][NH:11][CH2:16][CH2:15]1)=[O:18])(=[O:21])=[O:22]. Reactant: C(OC([N:11]1[CH2:16][CH2:15][CH:14]([C:17]([NH:19][S:20]([CH3:23])(=[O:22])=[O:21])=[O:18])[CH2:13][CH2:12]1)=O)C1C=CC=CC=1. (4) Reactant: [CH3:1][O:2][C:3](=[O:14])[CH2:4][O:5][C:6]1[CH:11]=[CH:10][C:9]([F:12])=[C:8]([NH2:13])[CH:7]=1.C[O:16][C:17](=O)[CH:18]([CH2:23][C:24]1[CH:29]=[CH:28][C:27]([S:30]([N:33]2[CH2:38][CH2:37][O:36][CH2:35][CH2:34]2)(=[O:32])=[O:31])=[CH:26][CH:25]=1)[C:19](=O)[CH2:20][CH3:21].O1CCOCC1. Product: [CH3:1][O:2][C:3](=[O:14])[CH2:4][O:5][C:6]1[CH:11]=[CH:10][C:9]([F:12])=[C:8]2[C:7]=1[C:17](=[O:16])[C:18]([CH2:23][C:24]1[CH:25]=[CH:26][C:27]([S:30]([N:33]3[CH2:38][CH2:37][O:36][CH2:35][CH2:34]3)(=[O:32])=[O:31])=[CH:28][CH:29]=1)=[C:19]([CH2:20][CH3:21])[NH:13]2. The catalyst class is: 6. (5) Reactant: CN(C1C=CC=CC=1)C(=NC1C=CC=CC=1)C#C.[CH3:19][N:20]([C:39]1[CH:44]=[CH:43][CH:42]=[CH:41][CH:40]=1)[C:21](=[N:32][C:33]1[CH:38]=[CH:37][CH:36]=[CH:35][CH:34]=1)[CH:22]=[CH:23][S:24][C:25]1[CH:30]=[CH:29][C:28]([Cl:31])=[CH:27][CH:26]=1.ClC1C=CC(S)=CC=1. Product: [CH3:19][N:20]([C:39]1[CH:44]=[CH:43][CH:42]=[CH:41][CH:40]=1)[C:21](=[N:32][C:33]1[CH:34]=[CH:35][CH:36]=[CH:37][CH:38]=1)[CH:22]=[CH:23][S:24][C:25]1[CH:30]=[CH:29][C:28]([Cl:31])=[CH:27][CH:26]=1. The catalyst class is: 22. (6) Reactant: Cl[C:2]1[C:7]([C:8]#[N:9])=[C:6]([C:10]2[CH:11]=[N:12][CH:13]=[C:14]([O:16][CH3:17])[CH:15]=2)[N:5]=[CH:4][N:3]=1.[SH:18][CH2:19][C:20]([NH2:22])=[O:21].[C:23](=O)([O-])[O-].[K+].[K+]. Product: [NH2:9][C:8]1[C:7]2[C:6]([C:10]3[CH:11]=[N:12][CH:13]=[C:14]([O:16][CH3:17])[CH:15]=3)=[N:5][C:4]([CH3:23])=[N:3][C:2]=2[S:18][C:19]=1[C:20]([NH2:22])=[O:21]. The catalyst class is: 8. (7) Reactant: [CH3:1][O:2][C:3]1[CH:11]=[CH:10][C:6]([C:7](Cl)=[O:8])=[CH:5][CH:4]=1.Cl.[NH2:13][CH2:14][CH2:15][C:16]1[CH:21]=[CH:20][C:19]([S:22]([NH:25][C:26]2[S:27][C:28]([CH:31]([CH3:33])[CH3:32])=[N:29][N:30]=2)(=[O:24])=[O:23])=[CH:18][CH:17]=1. Product: [CH:31]([C:28]1[S:27][C:26]([NH:25][S:22]([C:19]2[CH:20]=[CH:21][C:16]([CH2:15][CH2:14][NH:13][C:7](=[O:8])[C:6]3[CH:10]=[CH:11][C:3]([O:2][CH3:1])=[CH:4][CH:5]=3)=[CH:17][CH:18]=2)(=[O:24])=[O:23])=[N:30][N:29]=1)([CH3:33])[CH3:32]. The catalyst class is: 4. (8) Reactant: [O:1]1[C:5]2[CH:6]=[CH:7][CH:8]=[CH:9][C:4]=2[CH:3]=[C:2]1[C:10]([NH:12][C@@H:13]([C:15]1[CH:19]=[C:18]([C:20]([OH:22])=O)[O:17][N:16]=1)[CH3:14])=[O:11].CN(C([O:30][N:31]1N=NC2C=CC=NC1=2)=[N+](C)C)C.F[P-](F)(F)(F)(F)F.O1CCCCC1ON. Product: [O:1]1[C:5]2[CH:6]=[CH:7][CH:8]=[CH:9][C:4]=2[CH:3]=[C:2]1[C:10]([NH:12][C@@H:13]([C:15]1[CH:19]=[C:18]([C:20]([NH:31][OH:30])=[O:22])[O:17][N:16]=1)[CH3:14])=[O:11]. The catalyst class is: 3.